Dataset: Full USPTO retrosynthesis dataset with 1.9M reactions from patents (1976-2016). Task: Predict the reactants needed to synthesize the given product. (1) Given the product [F:10][C:9]([S:8][C:5]1[CH:6]=[CH:7][C:2]([C:26]#[C:25][CH2:24][OH:27])=[CH:3][CH:4]=1)([F:12])[F:11], predict the reactants needed to synthesize it. The reactants are: Br[C:2]1[CH:7]=[CH:6][C:5]([S:8][C:9]([F:12])([F:11])[F:10])=[CH:4][CH:3]=1.N12CCCN=C1CCCCC2.[CH2:24]([OH:27])[C:25]#[CH:26].Cl. (2) The reactants are: [NH:1]1[CH:5]=[CH:4][C:3]([O:6][CH2:7][C:8]2[C:13]([O:14][CH3:15])=[CH:12][CH:11]=[CH:10][C:9]=2[N:16]2[C:20](=[O:21])[N:19]([CH3:22])[N:18]=[N:17]2)=[N:2]1.[CH3:23][O:24][C:25]1[C:30](B(O)O)=[CH:29][CH:28]=[C:27]([O:34][CH3:35])[N:26]=1.N1C=CC=CC=1. Given the product [CH3:23][O:24][C:25]1[C:30]([N:1]2[CH:5]=[CH:4][C:3]([O:6][CH2:7][C:8]3[C:13]([O:14][CH3:15])=[CH:12][CH:11]=[CH:10][C:9]=3[N:16]3[C:20](=[O:21])[N:19]([CH3:22])[N:18]=[N:17]3)=[N:2]2)=[CH:29][CH:28]=[C:27]([O:34][CH3:35])[N:26]=1, predict the reactants needed to synthesize it.